Task: Regression. Given two drug SMILES strings and cell line genomic features, predict the synergy score measuring deviation from expected non-interaction effect.. Dataset: NCI-60 drug combinations with 297,098 pairs across 59 cell lines Drug 1: CN(C)C1=NC(=NC(=N1)N(C)C)N(C)C. Drug 2: CC1=C2C(C(=O)C3(C(CC4C(C3C(C(C2(C)C)(CC1OC(=O)C(C(C5=CC=CC=C5)NC(=O)C6=CC=CC=C6)O)O)OC(=O)C7=CC=CC=C7)(CO4)OC(=O)C)O)C)OC(=O)C. Cell line: HOP-92. Synergy scores: CSS=10.6, Synergy_ZIP=-8.93, Synergy_Bliss=-1.07, Synergy_Loewe=-17.6, Synergy_HSA=-1.93.